From a dataset of Full USPTO retrosynthesis dataset with 1.9M reactions from patents (1976-2016). Predict the reactants needed to synthesize the given product. (1) Given the product [Cl:10][C:11]1[CH:12]=[C:13]([CH:16]=[C:17]([Cl:19])[CH:18]=1)[CH:14]=[N:6][CH2:5][CH:4]([O:7][CH2:8][CH3:9])[O:3][CH2:1][CH3:2], predict the reactants needed to synthesize it. The reactants are: [CH2:1]([O:3][CH:4]([O:7][CH2:8][CH3:9])[CH2:5][NH2:6])[CH3:2].[Cl:10][C:11]1[CH:12]=[C:13]([CH:16]=[C:17]([Cl:19])[CH:18]=1)[CH:14]=O. (2) Given the product [C:1]([O:5][C:6](=[O:39])[NH:7][CH:8]1[CH2:13][CH2:12][CH:11]([NH:14][C:15]2[N:20]=[C:19]3[N:21]([CH2:31][O:32][CH2:33][CH2:34][Si:35]([CH3:38])([CH3:37])[CH3:36])[N:22]=[C:23]([C:24]4[CH:29]=[CH:28][CH:27]=[C:26]([NH:48][CH2:47][C:42]5[CH:43]=[CH:44][S:40][CH:41]=5)[N:25]=4)[C:18]3=[CH:17][N:16]=2)[CH2:10][CH2:9]1)([CH3:4])([CH3:3])[CH3:2], predict the reactants needed to synthesize it. The reactants are: [C:1]([O:5][C:6](=[O:39])[NH:7][CH:8]1[CH2:13][CH2:12][CH:11]([NH:14][C:15]2[N:20]=[C:19]3[N:21]([CH2:31][O:32][CH2:33][CH2:34][Si:35]([CH3:38])([CH3:37])[CH3:36])[N:22]=[C:23]([C:24]4[CH:29]=[CH:28][CH:27]=[C:26](Br)[N:25]=4)[C:18]3=[CH:17][N:16]=2)[CH2:10][CH2:9]1)([CH3:4])([CH3:3])[CH3:2].[S:40]1[CH:44]=[CH:43][C:42](NC)=[CH:41]1.[CH3:47][N:48](C1C(C2C(P(C3CCCCC3)C3CCCCC3)=CC=CC=2)=CC=CC=1)C.C(O[Na])(C)(C)C. (3) Given the product [NH2:15][C:16](=[O:59])[C:17]([CH3:57])([CH3:58])[CH2:18][NH:19][C:20]([C@H:22]([CH:54]([CH3:55])[CH3:56])[CH2:23][C@@H:24]1[O:28][CH2:27][N:26]([C:29]([O:31][CH2:32][O:8][C:7](=[O:9])[C:6]([CH3:10])([O:5][CH2:4][O:3][CH2:1][CH3:2])[CH3:11])=[O:30])[C@H:25]1[CH2:34][C@H:35]([CH2:39][C:40]1[CH:45]=[CH:44][C:43]([O:46][CH3:47])=[C:42]([O:48][CH2:49][CH2:50][CH2:51][O:52][CH3:53])[CH:41]=1)[CH:36]([CH3:37])[CH3:38])=[O:21], predict the reactants needed to synthesize it. The reactants are: [CH2:1]([O:3][CH2:4][O:5][C:6]([CH3:11])([CH3:10])[C:7]([O-:9])=[O:8])[CH3:2].[Cs+].[I-].[Cs+].[NH2:15][C:16](=[O:59])[C:17]([CH3:58])([CH3:57])[CH2:18][NH:19][C:20]([C@H:22]([CH:54]([CH3:56])[CH3:55])[CH2:23][C@@H:24]1[O:28][CH2:27][N:26]([C:29]([O:31][CH2:32]Cl)=[O:30])[C@H:25]1[CH2:34][C@H:35]([CH2:39][C:40]1[CH:45]=[CH:44][C:43]([O:46][CH3:47])=[C:42]([O:48][CH2:49][CH2:50][CH2:51][O:52][CH3:53])[CH:41]=1)[CH:36]([CH3:38])[CH3:37])=[O:21]. (4) Given the product [F:19][C:20]1[CH:25]=[CH:24][C:23]([C:26]2[O:27][C:28]([CH:31]3[CH2:36][CH2:35][N:34]([C:16](=[O:18])[CH2:15][CH2:14][S:13][CH2:12][C:4]4[NH:3][C:2](=[O:1])[C:11]5[C:6](=[CH:7][CH:8]=[CH:9][CH:10]=5)[N:5]=4)[CH2:33][CH2:32]3)=[N:29][N:30]=2)=[CH:22][CH:21]=1, predict the reactants needed to synthesize it. The reactants are: [O:1]=[C:2]1[C:11]2[C:6](=[CH:7][CH:8]=[CH:9][CH:10]=2)[N:5]=[C:4]([CH2:12][S:13][CH2:14][CH2:15][C:16]([OH:18])=O)[NH:3]1.[F:19][C:20]1[CH:25]=[CH:24][C:23]([C:26]2[O:27][C:28]([CH:31]3[CH2:36][CH2:35][NH:34][CH2:33][CH2:32]3)=[N:29][N:30]=2)=[CH:22][CH:21]=1.